Dataset: Reaction yield outcomes from USPTO patents with 853,638 reactions. Task: Predict the reaction yield, written as a fraction of the theoretical maximum amount of product (1.0 means a 100% yield; for example, 0.34 means a 34% yield). (1) The reactants are [CH2:1]([O:3][CH2:4][CH2:5][O:6][C:7]1[CH:12]=[CH:11][C:10]([C:13]2[CH:18]=[CH:17][C:16]([S:19]([C:22]3([C:28](O)=[O:29])[CH2:27][CH2:26][O:25][CH2:24][CH2:23]3)(=[O:21])=[O:20])=[CH:15][CH:14]=2)=[CH:9][CH:8]=1)[CH3:2].C(N(CC)CC)C.[NH2:38][O:39][CH:40]1[CH2:45][CH2:44][CH2:43][CH2:42][O:41]1.Cl.CN(C)CCCN=C=NCC. The catalyst is CN(C=O)C.CCCCCC. The product is [CH2:1]([O:3][CH2:4][CH2:5][O:6][C:7]1[CH:8]=[CH:9][C:10]([C:13]2[CH:14]=[CH:15][C:16]([S:19]([C:22]3([C:28]([NH:38][O:39][CH:40]4[CH2:45][CH2:44][CH2:43][CH2:42][O:41]4)=[O:29])[CH2:23][CH2:24][O:25][CH2:26][CH2:27]3)(=[O:21])=[O:20])=[CH:17][CH:18]=2)=[CH:11][CH:12]=1)[CH3:2]. The yield is 0.660. (2) The reactants are Cl[C:2]1[CH:3]=[CH:4][C:5]([N+:10]([O-])=O)=[C:6]([O:8][CH3:9])[CH:7]=1.CC1(C)C(C)(C)OB([C:21]2[CH2:22][CH2:23][N:24]([C:27]([O:29][C:30]([CH3:33])([CH3:32])[CH3:31])=[O:28])[CH2:25][CH:26]=2)O1.C([O-])([O-])=O.[Na+].[Na+]. The catalyst is O1CCOCC1.O.CCO.Cl[Pd](Cl)([P](C1C=CC=CC=1)(C1C=CC=CC=1)C1C=CC=CC=1)[P](C1C=CC=CC=1)(C1C=CC=CC=1)C1C=CC=CC=1. The product is [NH2:10][C:5]1[CH:4]=[CH:3][C:2]([CH:21]2[CH2:26][CH2:25][N:24]([C:27]([O:29][C:30]([CH3:33])([CH3:32])[CH3:31])=[O:28])[CH2:23][CH2:22]2)=[CH:7][C:6]=1[O:8][CH3:9]. The yield is 0.810. (3) The yield is 0.660. The catalyst is C(OCC)(=O)C.C(O)C. The product is [NH2:16][CH2:17][C@H:18]([C:22]1[CH:23]=[CH:24][C:25]([F:28])=[CH:26][CH:27]=1)[CH2:19][CH2:20][OH:21]. The reactants are C(OC(=O)[C@@H](C1C=CC=CC=1)O)(=O)C.O.[NH2:16][CH2:17][CH:18]([C:22]1[CH:27]=[CH:26][C:25]([F:28])=[CH:24][CH:23]=1)[CH2:19][CH2:20][OH:21]. (4) The reactants are [CH3:1][O:2][CH2:3][CH2:4][N:5]1[CH2:11][CH2:10][C:9]2[CH:12]=[C:13]([NH2:16])[CH:14]=[CH:15][C:8]=2[CH2:7][CH2:6]1.Cl[C:18]1[N:23]=[C:22]([NH:24][C:25]2[CH:34]=[CH:33][C:32]([CH3:35])=[CH:31][C:26]=2[C:27]([NH:29][CH3:30])=[O:28])[C:21]([Cl:36])=[CH:20][N:19]=1.Cl.O1CCOCC1. The catalyst is CC(O)C. The product is [Cl:36][C:21]1[C:22]([NH:24][C:25]2[CH:34]=[CH:33][C:32]([CH3:35])=[CH:31][C:26]=2[C:27]([NH:29][CH3:30])=[O:28])=[N:23][C:18]([NH:16][C:13]2[CH:14]=[CH:15][C:8]3[CH2:7][CH2:6][N:5]([CH2:4][CH2:3][O:2][CH3:1])[CH2:11][CH2:10][C:9]=3[CH:12]=2)=[N:19][CH:20]=1. The yield is 0.590. (5) The reactants are Br[C:2]1[CH:3]=[C:4]([NH:10][C:11]2[CH:16]=[CH:15][CH:14]=[CH:13][N:12]=2)[C:5](=[O:9])[N:6]([CH3:8])[CH:7]=1.[B:17]1([B:17]2[O:21][C:20]([CH3:23])([CH3:22])[C:19]([CH3:25])([CH3:24])[O:18]2)[O:21][C:20]([CH3:23])([CH3:22])[C:19]([CH3:25])([CH3:24])[O:18]1.CC(C1C=C(C(C)C)C(C2C=CC=CC=2P(C2CCCCC2)C2CCCCC2)=C(C(C)C)C=1)C.C([O-])(=O)C.[K+]. The yield is 0.960. The product is [CH3:8][N:6]1[CH:7]=[C:2]([B:17]2[O:21][C:20]([CH3:23])([CH3:22])[C:19]([CH3:25])([CH3:24])[O:18]2)[CH:3]=[C:4]([NH:10][C:11]2[CH:16]=[CH:15][CH:14]=[CH:13][N:12]=2)[C:5]1=[O:9]. The catalyst is C1C=CC(/C=C/C(/C=C/C2C=CC=CC=2)=O)=CC=1.C1C=CC(/C=C/C(/C=C/C2C=CC=CC=2)=O)=CC=1.C1C=CC(/C=C/C(/C=C/C2C=CC=CC=2)=O)=CC=1.[Pd].[Pd].O1CCOCC1. (6) The reactants are [NH:1]1[C:10]2[C:5](=[CH:6][CH:7]=[CH:8][CH:9]=2)[CH:4]=[CH:3][C:2]1=[O:11].CN(C=O)C.[H-].[Na+].Br[CH2:20][CH2:21][CH2:22][Cl:23]. The catalyst is CCOC(C)=O. The product is [Cl:23][CH2:22][CH2:21][CH2:20][N:1]1[C:10]2[C:5](=[CH:6][CH:7]=[CH:8][CH:9]=2)[CH:4]=[CH:3][C:2]1=[O:11]. The yield is 0.410.